Dataset: Reaction yield outcomes from USPTO patents with 853,638 reactions. Task: Predict the reaction yield, written as a fraction of the theoretical maximum amount of product (1.0 means a 100% yield; for example, 0.34 means a 34% yield). The reactants are [CH:1]1([CH:6]=[C:7]([C:19]2[CH:24]=[CH:23][C:22]([C:25]([OH:28])([CH3:27])[CH3:26])=[CH:21][CH:20]=2)[C:8]2[NH:18][C:11]3=[N:12][CH:13]=[C:14]([O:16][CH3:17])[CH:15]=[C:10]3[CH:9]=2)[CH2:5][CH2:4][CH2:3][CH2:2]1. The catalyst is [Pd].CO. The product is [CH:1]1([CH2:6][CH:7]([C:19]2[CH:24]=[CH:23][C:22]([C:25]([OH:28])([CH3:26])[CH3:27])=[CH:21][CH:20]=2)[C:8]2[NH:18][C:11]3=[N:12][CH:13]=[C:14]([O:16][CH3:17])[CH:15]=[C:10]3[CH:9]=2)[CH2:2][CH2:3][CH2:4][CH2:5]1. The yield is 0.240.